This data is from Catalyst prediction with 721,799 reactions and 888 catalyst types from USPTO. The task is: Predict which catalyst facilitates the given reaction. (1) Reactant: [CH2:1]([O:4][C:5]1[CH:10]=[C:9]([O:11][C:12]2[CH:17]=[CH:16][CH:15]=[CH:14][CH:13]=2)[N:8]=[CH:7][N:6]=1)[C:2]#[CH:3].[OH-].[Na+].[I:20]I. Product: [I:20][C:3]#[C:2][CH2:1][O:4][C:5]1[CH:10]=[C:9]([O:11][C:12]2[CH:17]=[CH:16][CH:15]=[CH:14][CH:13]=2)[N:8]=[CH:7][N:6]=1. The catalyst class is: 8. (2) Reactant: [CH3:1][C:2]1[C:7](=[O:8])[N:6]([C:9]2[CH:14]=[CH:13][CH:12]=[C:11]([NH:15]C(=O)C)[CH:10]=2)[C:5]2[N:19]=[CH:20][CH:21]=[CH:22][C:4]=2[N:3]=1.C(=O)(O)[O-].[Na+]. Product: [CH3:1][C:2]1[C:7](=[O:8])[N:6]([C:9]2[CH:14]=[CH:13][CH:12]=[C:11]([NH2:15])[CH:10]=2)[C:5]2[N:19]=[CH:20][CH:21]=[CH:22][C:4]=2[N:3]=1. The catalyst class is: 33. (3) Reactant: [CH3:1][C:2]1[CH:3]=[C:4]2[C:8](=[CH:9][C:10]=1[CH3:11])[C:7](=[O:12])[N:6]([C:13]1[CH:14]=[N:15][CH:16]=[CH:17][CH:18]=1)[C:5]2=[O:19].[BH4-].[Na+].O. Product: [CH3:11][C:10]1[CH:9]=[C:8]2[C:4](=[CH:3][C:2]=1[CH3:1])[C:5](=[O:19])[N:6]([C:13]1[CH:14]=[N:15][CH:16]=[CH:17][CH:18]=1)[CH:7]2[OH:12]. The catalyst class is: 111. (4) Reactant: CN(C([O:8]N1N=NC2C=CC=NC1=2)=[N+](C)C)C.F[P-](F)(F)(F)(F)F.[NH:25]1[CH2:29][CH2:28][CH2:27][C@@H:26]1[C:30](OC(C)(C)C)=O.[CH2:37]([S:39]([N:42]1[C:54]2[CH2:53][CH2:52][CH:51]([CH:55]3[CH2:60][CH2:59][O:58][CH2:57][CH2:56]3)[CH2:50][C:49]=2[C:48]2[C:43]1=[CH:44][CH:45]=[C:46]([C:61]([OH:63])=O)[CH:47]=2)(=[O:41])=[O:40])[CH3:38].C([N:67]([CH2:71]C)C(C)C)(C)C. Product: [CH:29]1([NH:25][C:26](=[O:8])[CH2:30][N:67]([CH3:71])[C:61]([C:46]2[CH:47]=[C:48]3[C:43](=[CH:44][CH:45]=2)[N:42]([S:39]([CH2:37][CH3:38])(=[O:41])=[O:40])[C:54]2[CH2:53][CH2:52][CH:51]([CH:55]4[CH2:56][CH2:57][O:58][CH2:59][CH2:60]4)[CH2:50][C:49]3=2)=[O:63])[CH2:28][CH2:27]1. The catalyst class is: 3. (5) Reactant: [CH3:1][C:2]1[CH:7]=[C:6]([S:8]C#N)[C:5]([CH3:11])=[CH:4][C:3]=1[OH:12].P([O-])(O)(O)=O.[K+].O.SC[C@H]([C@@H](CS)O)O. Product: [SH:8][C:6]1[C:5]([CH3:11])=[CH:4][C:3]([OH:12])=[C:2]([CH3:1])[CH:7]=1. The catalyst class is: 5.